Dataset: Full USPTO retrosynthesis dataset with 1.9M reactions from patents (1976-2016). Task: Predict the reactants needed to synthesize the given product. Given the product [CH3:37][O:38][C:39](=[O:49])[C:40]1[CH:45]=[CH:44][CH:43]=[C:42]([C:46]([NH:26][C:19]2[C:20]([C:22]([F:25])([F:23])[F:24])=[N:21][C:16]([O:15][CH2:14][C:13]3[C:9]([C:3]4[C:2]([Cl:1])=[CH:7][CH:6]=[CH:5][C:4]=4[Cl:8])=[N:10][O:11][C:12]=3[CH:27]([CH3:29])[CH3:28])=[CH:17][CH:18]=2)=[O:47])[CH:41]=1, predict the reactants needed to synthesize it. The reactants are: [Cl:1][C:2]1[CH:7]=[CH:6][CH:5]=[C:4]([Cl:8])[C:3]=1[C:9]1[C:13]([CH2:14][O:15][C:16]2[N:21]=[C:20]([C:22]([F:25])([F:24])[F:23])[C:19]([NH2:26])=[CH:18][CH:17]=2)=[C:12]([CH:27]([CH3:29])[CH3:28])[O:11][N:10]=1.C(N(CC)CC)C.[CH3:37][O:38][C:39](=[O:49])[C:40]1[CH:45]=[CH:44][CH:43]=[C:42]([C:46](Cl)=[O:47])[CH:41]=1.